Dataset: Catalyst prediction with 721,799 reactions and 888 catalyst types from USPTO. Task: Predict which catalyst facilitates the given reaction. (1) Reactant: [Mg].II.Br[C:5]1[S:6][CH:7]=[CH:8][C:9]=1[CH2:10][CH:11]([CH2:20][CH2:21][CH2:22][CH2:23][CH2:24][CH3:25])[CH2:12][CH2:13][CH2:14][CH2:15][CH2:16][CH2:17][CH2:18][CH3:19].[CH2:26]([Sn:30](Cl)([CH2:35][CH2:36][CH2:37][CH3:38])[CH2:31][CH2:32][CH2:33][CH3:34])[CH2:27][CH2:28][CH3:29]. Product: [CH2:35]([Sn:30]([CH2:26][CH2:27][CH2:28][CH3:29])([CH2:31][CH2:32][CH2:33][CH3:34])[C:5]1[S:6][CH:7]=[CH:8][C:9]=1[CH2:10][CH:11]([CH2:20][CH2:21][CH2:22][CH2:23][CH2:24][CH3:25])[CH2:12][CH2:13][CH2:14][CH2:15][CH2:16][CH2:17][CH2:18][CH3:19])[CH2:36][CH2:37][CH3:38]. The catalyst class is: 305. (2) Reactant: [C:1]([C:4]1[CH:9]=[CH:8][C:7](B(O)O)=[CH:6][CH:5]=1)([OH:3])=[O:2].Br[C:14]1[CH:19]=[CH:18][CH:17]=[CH:16][C:15]=1[C:20](=[O:22])[CH3:21].C(=O)([O-])[O-].[Na+].[Na+]. Product: [C:20]([C:15]1[CH:16]=[CH:17][CH:18]=[CH:19][C:14]=1[C:7]1[CH:8]=[CH:9][C:4]([C:1]([OH:3])=[O:2])=[CH:5][CH:6]=1)(=[O:22])[CH3:21]. The catalyst class is: 790. (3) Reactant: [CH3:1][C:2]([CH2:7][CH2:8][CH:9]=[C:10]([CH3:12])[CH3:11])=[CH:3][CH:4]([OH:6])[CH3:5].N1C=[CH:17][CH:16]=[CH:15][CH:14]=1.[OH2:19]. Product: [C:14]([O:6][CH:4]([CH:3]=[C:2]([CH3:1])[CH2:7][CH2:8][CH:9]=[C:10]([CH3:11])[CH3:12])[CH3:5])(=[O:19])[CH2:15][CH2:16][CH3:17]. The catalyst class is: 282. (4) Reactant: [BH4-].[Na+].Br[CH2:4][C:5]([C:7]1[CH:12]=[CH:11][C:10]([F:13])=[CH:9][C:8]=1[F:14])=[O:6].C([O-])([O-])=O.[K+].[K+]. Product: [F:14][C:8]1[CH:9]=[C:10]([F:13])[CH:11]=[CH:12][C:7]=1[CH:5]1[CH2:4][O:6]1. The catalyst class is: 5. (5) Reactant: O.[NH2:2][NH2:3].O=[C:5]([C:9]1[CH:14]=[CH:13][CH:12]=[CH:11][C:10]=1[C:15]([F:18])([F:17])[F:16])[CH2:6][C:7]#[N:8]. Product: [NH2:8][C:7]1[NH:2][N:3]=[C:5]([C:9]2[CH:14]=[CH:13][CH:12]=[CH:11][C:10]=2[C:15]([F:18])([F:17])[F:16])[CH:6]=1. The catalyst class is: 14. (6) Reactant: [CH:1]1([S:4]([C:7]2[CH:12]=[C:11]([N+:13]([O-])=O)[CH:10]=[C:9]([O:16][CH3:17])[CH:8]=2)(=[O:6])=[O:5])[CH2:3][CH2:2]1.[NH4+].[Cl-]. Product: [CH:1]1([S:4]([C:7]2[CH:12]=[C:11]([CH:10]=[C:9]([O:16][CH3:17])[CH:8]=2)[NH2:13])(=[O:6])=[O:5])[CH2:3][CH2:2]1. The catalyst class is: 314. (7) Reactant: [Br:1][C:2]1[CH:3]=[C:4]([C:8]2[CH:16]=[CH:15][CH:14]=[C:13]3[C:9]=2[CH2:10][C:11](=[O:17])[NH:12]3)[CH:5]=[CH:6][CH:7]=1.[CH3:18][C@H:19]1[NH:24][C@@H:23]([CH3:25])[CH2:22][N:21]([C:26]([C:28]2[C:29]([CH3:36])=[C:30]([CH:34]=O)[NH:31][C:32]=2[CH3:33])=[O:27])[CH2:20]1. The catalyst class is: 360. Product: [Br:1][C:2]1[CH:3]=[C:4]([C:8]2[CH:16]=[CH:15][CH:14]=[C:13]3[C:9]=2[C:10](=[CH:34][C:30]2[NH:31][C:32]([CH3:33])=[C:28]([C:26]([N:21]4[CH2:20][C@H:19]([CH3:18])[NH:24][C@H:23]([CH3:25])[CH2:22]4)=[O:27])[C:29]=2[CH3:36])[C:11](=[O:17])[NH:12]3)[CH:5]=[CH:6][CH:7]=1.